From a dataset of Reaction yield outcomes from USPTO patents with 853,638 reactions. Predict the reaction yield, written as a fraction of the theoretical maximum amount of product (1.0 means a 100% yield; for example, 0.34 means a 34% yield). (1) The yield is 0.990. The catalyst is CCOC(C)=O.O=[Pt]=O. The product is [Cl:1][C:2]1[C:7]([Cl:8])=[CH:6][CH:5]=[CH:4][C:3]=1[N:9]1[CH2:14][CH2:13][N:12]([CH2:15][CH2:16][CH2:17][CH2:18][CH2:19][C:20]2[N:29]=[C:28]3[C:23]([CH2:24][C:25]([CH3:32])([CH3:31])[C:26](=[O:30])[NH:27]3)=[CH:22][CH:21]=2)[CH2:11][CH2:10]1. The reactants are [Cl:1][C:2]1[C:7]([Cl:8])=[CH:6][CH:5]=[CH:4][C:3]=1[N:9]1[CH2:14][CH2:13][N:12]([CH2:15][CH2:16][CH2:17][CH:18]=[CH:19][C:20]2[N:29]=[C:28]3[C:23]([CH2:24][C:25]([CH3:32])([CH3:31])[C:26](=[O:30])[NH:27]3)=[CH:22][CH:21]=2)[CH2:11][CH2:10]1. (2) The reactants are [Cl:1][C:2]1[N:7]=[CH:6][C:5]([NH2:8])=[CH:4][CH:3]=1.CCN(CC)CC.[CH3:16][C:17]([O:20][C:21](O[C:21]([O:20][C:17]([CH3:19])([CH3:18])[CH3:16])=[O:22])=[O:22])([CH3:19])[CH3:18]. The catalyst is CN(C1C=CN=CC=1)C.C(Cl)Cl. The product is [Cl:1][C:2]1[N:7]=[CH:6][C:5]([NH:8][C:21](=[O:22])[O:20][C:17]([CH3:19])([CH3:18])[CH3:16])=[CH:4][CH:3]=1. The yield is 0.760. (3) The reactants are [CH2:1]([O:3][C:4](=[O:8])[C:5](Cl)=[O:6])[CH3:2].Cl.[N:10]1([CH:16]=[O:17])[CH2:15][CH2:14][NH:13][CH2:12][CH2:11]1.[F:18][C:19]1[CH:20]=[CH:21][C:22]([C:28]([F:31])([F:30])[F:29])=[C:23]([CH:27]=1)C(O)=O.CCN(CC)CC. The catalyst is C(Cl)Cl.O. The product is [CH2:1]([O:3][C:4](=[O:8])[C:5]([N:13]1[CH2:14][CH2:15][N:10]([C:16](=[O:17])[C:23]2[CH:27]=[C:19]([F:18])[CH:20]=[CH:21][C:22]=2[C:28]([F:29])([F:30])[F:31])[CH2:11][CH2:12]1)=[O:6])[CH3:2]. The yield is 0.914. (4) The catalyst is ClCCl.N1C=CC=CC=1.C(OCC)(=O)C. The product is [CH3:25][C:15]1[CH:20]=[CH:19][C:18]([S:21]([O:13][CH2:12][C@@H:11]([O:10][CH2:9][O:8][CH2:1][C:2]2[CH:7]=[CH:6][CH:5]=[CH:4][CH:3]=2)[CH3:14])(=[O:23])=[O:22])=[CH:17][CH:16]=1. The yield is 0.840. The reactants are [CH2:1]([O:8][CH2:9][O:10][C@@H:11]([CH3:14])[CH2:12][OH:13])[C:2]1[CH:7]=[CH:6][CH:5]=[CH:4][CH:3]=1.[C:15]1([CH3:25])[CH:20]=[CH:19][C:18]([S:21](Cl)(=[O:23])=[O:22])=[CH:17][CH:16]=1. (5) The product is [CH:1]1([CH:7]([NH:20][C:21]2[CH:30]=[CH:29][C:24]([C:25]([OH:27])=[O:26])=[CH:23][CH:22]=2)[C:8]2[S:9][C:10]([C:14]3[CH:19]=[CH:18][CH:17]=[CH:16][CH:15]=3)=[CH:11][C:12]=2[CH3:13])[CH2:6][CH2:5][CH2:4][CH2:3][CH2:2]1. The reactants are [CH:1]1([CH:7]([NH:20][C:21]2[CH:30]=[CH:29][C:24]([C:25]([O:27]C)=[O:26])=[CH:23][CH:22]=2)[C:8]2[S:9][C:10]([C:14]3[CH:19]=[CH:18][CH:17]=[CH:16][CH:15]=3)=[CH:11][C:12]=2[CH3:13])[CH2:6][CH2:5][CH2:4][CH2:3][CH2:2]1.[OH-].[Li+].O.Cl. The catalyst is CO.O1CCCC1. The yield is 0.200. (6) The product is [Br:2][C:3]1[CH:4]=[C:5]2[C:6]([C:9](=[O:15])[CH:10]=[CH:11][O:16]2)=[CH:7][CH:8]=1. The yield is 1.00. The reactants are Cl.[Br:2][C:3]1[CH:8]=[CH:7][C:6]([C:9](=[O:15])/[CH:10]=[CH:11]/N(C)C)=[C:5]([OH:16])[CH:4]=1. The catalyst is ClCCl. (7) The reactants are [CH:1]1([NH:4][C:5]([NH:7][C:8]2[CH:13]=[CH:12][C:11]([C:14]3[C:15]4[CH2:29][NH:28][CH2:27][C:16]=4[N:17]=[C:18]([N:20]4[CH2:25][CH2:24][O:23][CH2:22][C@@H:21]4[CH3:26])[N:19]=3)=[CH:10][CH:9]=2)=[O:6])[CH2:3][CH2:2]1.CCN(CC)CC.[CH2:37]([N:39]=[C:40]=[O:41])[CH3:38]. The catalyst is C1COCC1. The product is [CH:1]1([NH:4][C:5](=[O:6])[NH:7][C:8]2[CH:13]=[CH:12][C:11]([C:14]3[C:15]4[CH2:29][N:28]([C:40]([NH:39][CH2:37][CH3:38])=[O:41])[CH2:27][C:16]=4[N:17]=[C:18]([N:20]4[CH2:25][CH2:24][O:23][CH2:22][C@@H:21]4[CH3:26])[N:19]=3)=[CH:10][CH:9]=2)[CH2:3][CH2:2]1. The yield is 0.200. (8) The reactants are [Cl:1][CH2:2][C:3]([C:5]1[CH:10]=[CH:9][CH:8]=[CH:7][CH:6]=1)=[O:4].C([O:18][C:19]1[N:24]=[CH:23][C:22]([CH:25]([NH:37][C:38]2[CH:43]=[CH:42][CH:41]=[CH:40][CH:39]=2)[C:26]([O:28][C@@H:29]2[CH:34]3[CH2:35][CH2:36][N:31]([CH2:32][CH2:33]3)[CH2:30]2)=[O:27])=[CH:21][CH:20]=1)C1C=CC=CC=1.Cl. The catalyst is CCOC(C)=O.[Pd]. The product is [Cl-:1].[OH:18][C:19]1[N:24]=[CH:23][C:22]([CH:25]([NH:37][C:38]2[CH:39]=[CH:40][CH:41]=[CH:42][CH:43]=2)[C:26]([O:28][C@@H:29]2[CH:34]3[CH2:35][CH2:36][N+:31]([CH2:2][C:3](=[O:4])[C:5]4[CH:10]=[CH:9][CH:8]=[CH:7][CH:6]=4)([CH2:32][CH2:33]3)[CH2:30]2)=[O:27])=[CH:21][CH:20]=1. The yield is 0.180.